From a dataset of Forward reaction prediction with 1.9M reactions from USPTO patents (1976-2016). Predict the product of the given reaction. (1) Given the reactants O.NN.[CH3:4][C:5]([C:8]1[CH:9]=[C:10]([O:14][C:15]2[CH:20]=[C:19]([CH3:21])[C:18]([N+:22]([O-])=O)=[CH:17][C:16]=2[CH3:25])[CH:11]=[CH:12][CH:13]=1)([CH3:7])[CH3:6], predict the reaction product. The product is: [CH3:7][C:5]([C:8]1[CH:9]=[C:10]([O:14][C:15]2[C:16]([CH3:25])=[CH:17][C:18]([NH2:22])=[C:19]([CH3:21])[CH:20]=2)[CH:11]=[CH:12][CH:13]=1)([CH3:4])[CH3:6]. (2) Given the reactants [CH2:1]([C:3]1[C:4]([NH:11][C@H:12]2[C@@H:16]([O:17][CH2:18][CH3:19])[CH2:15][N:14](C(OCC3C=CC=CC=3)=O)[CH2:13]2)=[N:5][C:6]([CH2:9][CH3:10])=[CH:7][N:8]=1)[CH3:2].C(N(CC)CC)C.C([SiH](CC)CC)C, predict the reaction product. The product is: [CH2:18]([O:17][C@H:16]1[CH2:15][NH:14][CH2:13][C@H:12]1[NH:11][C:4]1[C:3]([CH2:1][CH3:2])=[N:8][CH:7]=[C:6]([CH2:9][CH3:10])[N:5]=1)[CH3:19].